Dataset: Reaction yield outcomes from USPTO patents with 853,638 reactions. Task: Predict the reaction yield, written as a fraction of the theoretical maximum amount of product (1.0 means a 100% yield; for example, 0.34 means a 34% yield). (1) The reactants are C(NC(C)C)(C)C.C([Li])CCC.[CH3:13][O:14][C:15]1[C:16]([CH3:21])=[N:17][CH:18]=[CH:19][CH:20]=1.[C:22](=O)([O:26]CC)[O:23][CH2:24][CH3:25]. The catalyst is C1COCC1. The product is [CH3:13][O:14][C:15]1[C:16]([CH2:21][C:22]([O:23][CH2:24][CH3:25])=[O:26])=[N:17][CH:18]=[CH:19][CH:20]=1. The yield is 0.810. (2) The reactants are [Br:1][C:2]1[CH:10]=[CH:9][C:5]([C:6](O)=[O:7])=[C:4]([Cl:11])[CH:3]=1.ClC(OC(=O)C(C)C)=O.CN1CCOCC1.[BH4-].[Na+]. The catalyst is O1CCCC1.O. The product is [Br:1][C:2]1[CH:10]=[CH:9][C:5]([CH2:6][OH:7])=[C:4]([Cl:11])[CH:3]=1. The yield is 0.990. (3) The reactants are Br[C:2]1[CH:3]=[CH:4][C:5]2[N:6]([C:8]([C:11]3[CH:16]=[CH:15][N:14]=[CH:13][CH:12]=3)=[CH:9][N:10]=2)[CH:7]=1.[CH:17]([B-](F)(F)F)=[CH2:18].[K+].C(N(CC)CC)C. The catalyst is C1C=CC(P(C2C=CC=CC=2)[C-]2C=CC=C2)=CC=1.C1C=CC(P(C2C=CC=CC=2)[C-]2C=CC=C2)=CC=1.Cl[Pd]Cl.[Fe+2].C(Cl)Cl.C(O)CC. The product is [CH:17]([C:2]1[CH:3]=[CH:4][C:5]2[N:6]([C:8]([C:11]3[CH:16]=[CH:15][N:14]=[CH:13][CH:12]=3)=[CH:9][N:10]=2)[CH:7]=1)=[CH2:18]. The yield is 0.850. (4) The reactants are [Br:1][C:2]1[C:3]([F:10])=[CH:4][C:5]([F:9])=[C:6]([CH:8]=1)[NH2:7].[C:11]([N:19]=[C:20]=[S:21])(=[O:18])[C:12]1[CH:17]=[CH:16][CH:15]=[CH:14][CH:13]=1. The catalyst is CC(C)=O. The product is [C:11]([NH:19][C:20]([NH:7][C:6]1[CH:8]=[C:2]([Br:1])[C:3]([F:10])=[CH:4][C:5]=1[F:9])=[S:21])(=[O:18])[C:12]1[CH:17]=[CH:16][CH:15]=[CH:14][CH:13]=1. The yield is 1.00. (5) The reactants are C(O)(C)C.C([O:7][C:8](=O)[C:9]1[CH:14]=[CH:13][CH:12]=[N:11][C:10]=1[NH:15][CH2:16][C:17]1[CH:22]=[CH:21][C:20]([F:23])=[C:19]([F:24])[CH:18]=1)C.O.[NH2:27][NH2:28]. The catalyst is C(OCC)(=O)C. The product is [F:24][C:19]1[CH:18]=[C:17]([CH:22]=[CH:21][C:20]=1[F:23])[CH2:16][NH:15][C:10]1[N:11]=[CH:12][CH:13]=[CH:14][C:9]=1[C:8]([NH:27][NH2:28])=[O:7]. The yield is 0.900. (6) The reactants are [C:1]([C:4]1[CH:5]=[N:6][N:7]2[C:12]([C:13]3[CH:18]=[CH:17][C:16]([Cl:19])=[CH:15][CH:14]=3)=[C:11]([C:20]3[CH:25]=[CH:24][CH:23]=[CH:22][C:21]=3[Cl:26])[CH:10]=[N:9][C:8]=12)(O)=[O:2].Cl.[C:28]([C:30]1([NH2:36])[CH2:35][CH2:34][CH2:33][CH2:32][CH2:31]1)#[N:29].O.ON1C2C=CC=CC=2N=N1.Cl.CN(C)CCCN=C=NCC.C(=O)([O-])O.[Na+]. The catalyst is C(Cl)(Cl)Cl.CN(C)C=O.C(N(CC)CC)C.O. The product is [Cl:26][C:21]1[CH:22]=[CH:23][CH:24]=[CH:25][C:20]=1[C:11]1[CH:10]=[N:9][C:8]2[N:7]([N:6]=[CH:5][C:4]=2[C:1](=[O:2])[NH:36][C:30]2([C:28]#[N:29])[CH2:35][CH2:34][CH2:33][CH2:32][CH2:31]2)[C:12]=1[C:13]1[CH:14]=[CH:15][C:16]([Cl:19])=[CH:17][CH:18]=1. The yield is 0.210. (7) The reactants are C([CH:8]([CH:10]1[CH2:14][C:13]2[CH:15]=[CH:16][CH:17]=[C:18]([C:19]3[CH:24]=[CH:23][CH:22]=[CH:21][CH:20]=3)[C:12]=2[O:11]1)[NH2:9])C1C=CC=CC=1.C(N(C(C)C)CC)(C)C.Cl[C:35]([O:37][CH2:38][C:39]1[CH:44]=[CH:43][CH:42]=[CH:41][CH:40]=1)=[O:36].C1(C2C3OC(CNC(=O)OCC4C=CC=CC=4)CC=3C=CC=2)CCCC1. No catalyst specified. The product is [CH2:38]([O:37][C:35](=[O:36])[NH:9][CH2:8][CH:10]1[CH2:14][C:13]2[CH:15]=[CH:16][CH:17]=[C:18]([C:19]3[CH:24]=[CH:23][CH:22]=[CH:21][CH:20]=3)[C:12]=2[O:11]1)[C:39]1[CH:44]=[CH:43][CH:42]=[CH:41][CH:40]=1. The yield is 0.790. (8) The yield is 0.980. The catalyst is O1CCOCC1. The product is [ClH:43].[ClH:43].[NH:31]1[CH2:30][CH2:29][CH:28]([NH:27][C:25]([C:23]2[N:24]=[C:18]3[CH:17]=[C:16]([O:15][CH:12]4[CH2:13][CH2:14][N:9]([C:6]5[CH:7]=[CH:8][C:3]([C:2]([F:1])([F:41])[F:42])=[CH:4][CH:5]=5)[CH2:10][CH2:11]4)[CH:21]=[CH:20][N:19]3[CH:22]=2)=[O:26])[CH2:33][CH2:32]1. The reactants are [F:1][C:2]([F:42])([F:41])[C:3]1[CH:8]=[CH:7][C:6]([N:9]2[CH2:14][CH2:13][CH:12]([O:15][C:16]3[CH:21]=[CH:20][N:19]4[CH:22]=[C:23]([C:25]([NH:27][CH:28]5[CH2:33][CH2:32][N:31](C(OC(C)(C)C)=O)[CH2:30][CH2:29]5)=[O:26])[N:24]=[C:18]4[CH:17]=3)[CH2:11][CH2:10]2)=[CH:5][CH:4]=1.[ClH:43]. (9) The reactants are [C:1]([O:5][C:6]([N:8]1[CH2:12][CH2:11][CH:10]([CH2:13][OH:14])[CH2:9]1)=[O:7])([CH3:4])([CH3:3])[CH3:2].[H-].[Na+].Cl[C:18]1[N:23]=[CH:22][N:21]=[C:20]([NH:24][C:25]2[CH:30]=[CH:29][C:28]([S:31]([CH3:34])(=[O:33])=[O:32])=[CH:27][CH:26]=2)[C:19]=1[N+:35]([O-:37])=[O:36]. The catalyst is CN(C)C(=O)C. The product is [C:1]([O:5][C:6]([N:8]1[CH2:12][CH2:11][CH:10]([CH2:13][O:14][C:18]2[C:19]([N+:35]([O-:37])=[O:36])=[C:20]([NH:24][C:25]3[CH:26]=[CH:27][C:28]([S:31]([CH3:34])(=[O:32])=[O:33])=[CH:29][CH:30]=3)[N:21]=[CH:22][N:23]=2)[CH2:9]1)=[O:7])([CH3:4])([CH3:3])[CH3:2]. The yield is 0.540.